The task is: Predict the product of the given reaction.. This data is from Forward reaction prediction with 1.9M reactions from USPTO patents (1976-2016). (1) Given the reactants F[C:2]1[CH:7]=[CH:6][CH:5]=[CH:4][C:3]=1[N+:8]([O-])=O.[C:11]1([SH:17])[CH:16]=[CH:15][CH:14]=[CH:13][CH:12]=1.Cl.O.O.[Sn](Cl)Cl, predict the reaction product. The product is: [C:11]1([S:17][C:2]2[CH:7]=[CH:6][CH:5]=[CH:4][C:3]=2[NH2:8])[CH:16]=[CH:15][CH:14]=[CH:13][CH:12]=1. (2) Given the reactants [CH:1]1[C:10]2[C:5](=[CH:6][CH:7]=[CH:8][CH:9]=2)[CH:4]=[CH:3][C:2]=1[C:11]1[C:12]([C:18]2[CH:23]=[CH:22][N:21]=[CH:20][C:19]=2[F:24])=[CH:13][C:14](=O)[NH:15][N:16]=1.P(Br)(Br)([Br:27])=O, predict the reaction product. The product is: [Br:27][C:14]1[N:15]=[N:16][C:11]([C:2]2[CH:3]=[CH:4][C:5]3[C:10](=[CH:9][CH:8]=[CH:7][CH:6]=3)[CH:1]=2)=[C:12]([C:18]2[CH:23]=[CH:22][N:21]=[CH:20][C:19]=2[F:24])[CH:13]=1. (3) Given the reactants [C:1]([C:3]1[CH:8]=[CH:7][C:6]([C:9]2[CH:10]=[N:11][N:12]([C:15]3[CH:23]=[CH:22][C:18]([C:19]([OH:21])=O)=[CH:17][N:16]=3)[C:13]=2[OH:14])=[C:5]([CH3:24])[C:4]=1[F:25])#[N:2].[NH:26]1[CH2:31][CH2:30][O:29][CH2:28][CH2:27]1, predict the reaction product. The product is: [F:25][C:4]1[C:5]([CH3:24])=[C:6]([C:9]2[CH:10]=[N:11][N:12]([C:15]3[CH:23]=[CH:22][C:18]([C:19]([N:26]4[CH2:31][CH2:30][O:29][CH2:28][CH2:27]4)=[O:21])=[CH:17][N:16]=3)[C:13]=2[OH:14])[CH:7]=[CH:8][C:3]=1[C:1]#[N:2]. (4) Given the reactants [C:1]1([CH:7]([C:14]2[CH:19]=[CH:18][C:17]([C:20]([F:23])([F:22])[F:21])=[CH:16][CH:15]=2)[CH:8]2[CH2:13][CH2:12][CH2:11][NH:10][CH2:9]2)[CH:6]=[CH:5][CH:4]=[CH:3][CH:2]=1.C(N(CC)CC)C.Br[CH2:32][C:33]([O:35][CH2:36][CH3:37])=[O:34].C(OCC)(=O)C, predict the reaction product. The product is: [C:1]1([CH:7]([C:14]2[CH:15]=[CH:16][C:17]([C:20]([F:23])([F:21])[F:22])=[CH:18][CH:19]=2)[CH:8]2[CH2:13][CH2:12][CH2:11][N:10]([CH2:32][C:33]([O:35][CH2:36][CH3:37])=[O:34])[CH2:9]2)[CH:2]=[CH:3][CH:4]=[CH:5][CH:6]=1. (5) Given the reactants Cl[CH2:2][C:3](=O)[CH3:4].[Br:6][C:7]1[C:8]([O:17][C:18]2[C:23]([F:24])=[CH:22][CH:21]=[CH:20][C:19]=2[F:25])=[CH:9][C:10]([NH:13][C:14]([NH2:16])=[S:15])=[N:11][CH:12]=1.C(N(CC)CC)C, predict the reaction product. The product is: [Br:6][C:7]1[C:8]([O:17][C:18]2[C:19]([F:25])=[CH:20][CH:21]=[CH:22][C:23]=2[F:24])=[CH:9][C:10]([NH:13][C:14]2[S:15][CH:2]=[C:3]([CH3:4])[N:16]=2)=[N:11][CH:12]=1. (6) Given the reactants [CH:1]1([NH:6][C:7]2[CH:12]=[CH:11][N:10]3[N:13]=[C:14]([C:23]4[CH:28]=[CH:27][C:26]([O:29][CH3:30])=[CH:25][CH:24]=4)[C:15]([C:16](=O)[CH:17]=[CH:18]N(C)C)=[C:9]3[CH:8]=2)[CH2:5][CH2:4][CH2:3][CH2:2]1.Cl.[CH:32]1([NH:37][C:38]([NH2:40])=[NH:39])[CH2:36][CH2:35][CH2:34][CH2:33]1.C(=O)([O-])[O-].[K+].[K+].O, predict the reaction product. The product is: [CH:1]1([NH:6][C:7]2[CH:12]=[CH:11][N:10]3[N:13]=[C:14]([C:23]4[CH:24]=[CH:25][C:26]([O:29][CH3:30])=[CH:27][CH:28]=4)[C:15]([C:16]4[CH:17]=[CH:18][N:40]=[C:38]([NH:37][CH:32]5[CH2:36][CH2:35][CH2:34][CH2:33]5)[N:39]=4)=[C:9]3[CH:8]=2)[CH2:2][CH2:3][CH2:4][CH2:5]1. (7) Given the reactants [C:1]1([O:11][CH2:12][C:13]([O:15]CC)=O)[C:10]2[CH2:9][CH2:8][CH2:7][CH2:6][C:5]=2[CH:4]=[CH:3][CH:2]=1.[NH2:18][CH2:19][CH:20]([OH:32])[CH2:21][N:22]1[CH2:31][CH2:30][C:29]2[C:24](=[CH:25][CH:26]=[CH:27][CH:28]=2)[CH2:23]1, predict the reaction product. The product is: [CH2:23]1[C:24]2[C:29](=[CH:28][CH:27]=[CH:26][CH:25]=2)[CH2:30][CH2:31][N:22]1[CH2:21][CH:20]([OH:32])[CH2:19][NH:18][C:13](=[O:15])[CH2:12][O:11][C:1]1[C:10]2[CH2:9][CH2:8][CH2:7][CH2:6][C:5]=2[CH:4]=[CH:3][CH:2]=1. (8) Given the reactants FC1C=CC=CC=1NC(=O)NC1C=CC(C2SC(C3CCC(CC(O)=O)CC3)=NC=2)=CC=1.[F:33][C:34]1[CH:39]=[CH:38][CH:37]=[CH:36][C:35]=1[NH:40][C:41](=[O:69])[NH:42][C:43]1[CH:48]=[CH:47][C:46]([C:49]2[S:53][C:52]([CH:54]3[CH2:59][CH2:58][N:57]([CH:60]([CH3:68])[C:61]([O:63]C(C)(C)C)=[O:62])[CH2:56][CH2:55]3)=[N:51][CH:50]=2)=[CH:45][CH:44]=1.FC(F)(F)C(O)=O, predict the reaction product. The product is: [F:33][C:34]1[CH:39]=[CH:38][CH:37]=[CH:36][C:35]=1[NH:40][C:41](=[O:69])[NH:42][C:43]1[CH:44]=[CH:45][C:46]([C:49]2[S:53][C:52]([CH:54]3[CH2:55][CH2:56][N:57]([CH:60]([CH3:68])[C:61]([OH:63])=[O:62])[CH2:58][CH2:59]3)=[N:51][CH:50]=2)=[CH:47][CH:48]=1.